This data is from Catalyst prediction with 721,799 reactions and 888 catalyst types from USPTO. The task is: Predict which catalyst facilitates the given reaction. The catalyst class is: 6. Reactant: C(O)(C)C.[Br:5][C:6]1[C:7]([NH:32]C(=O)C2C=CC=CC=2)=[N:8][C:9]([NH:23][C:24]2[CH:29]=[CH:28][C:27]([C:30]#[N:31])=[CH:26][CH:25]=2)=[N:10][C:11]=1[O:12][C:13]1[C:18]([CH3:19])=[CH:17][C:16]([C:20]#[N:21])=[CH:15][C:14]=1[CH3:22].[OH-].[Na+]. Product: [CH3:19][C:18]1[CH:17]=[C:16]([C:20]#[N:21])[CH:15]=[C:14]([CH3:22])[C:13]=1[O:12][C:11]1[N:10]=[C:9]([NH:23][C:24]2[CH:29]=[CH:28][C:27]([C:30]#[N:31])=[CH:26][CH:25]=2)[N:8]=[C:7]([NH2:32])[C:6]=1[Br:5].